This data is from Catalyst prediction with 721,799 reactions and 888 catalyst types from USPTO. The task is: Predict which catalyst facilitates the given reaction. (1) Reactant: CCN=C=NCCCN(C)C.Cl.C1C=CC2N(O)N=NC=2C=1.[CH3:23][C:24]1[CH:33]=[CH:32][C:31]2[C:26](=[CH:27][CH:28]=[CH:29][C:30]=2[N:34]2[CH2:39][CH2:38][N:37](CCC3C=C(C=CC=3)N)[CH2:36][CH2:35]2)[N:25]=1.[N:49]1([C:54]2[CH:55]=[C:56]([CH2:60][C:61]([OH:63])=O)[CH:57]=[CH:58][CH:59]=2)[CH:53]=[CH:52][CH:51]=[N:50]1. Product: [CH3:23][C:24]1[CH:33]=[CH:32][C:31]2[C:26](=[CH:27][CH:28]=[CH:29][C:30]=2[N:34]2[CH2:39][CH2:38][N:37]([C:61](=[O:63])[CH2:60][C:56]3[CH:57]=[CH:58][CH:59]=[C:54]([N:49]4[CH:53]=[CH:52][CH:51]=[N:50]4)[CH:55]=3)[CH2:36][CH2:35]2)[N:25]=1. The catalyst class is: 9. (2) Reactant: [F:1][C:2]1[CH:11]=[C:10]2[C:5]([CH:6]=[CH:7][CH:8]=[N:9]2)=[CH:4][C:3]=1[C:12]#[N:13].N. Product: [F:1][C:2]1[CH:11]=[C:10]2[C:5]([CH:6]=[CH:7][CH:8]=[N:9]2)=[CH:4][C:3]=1[CH2:12][NH2:13]. The catalyst class is: 227.